From a dataset of Full USPTO retrosynthesis dataset with 1.9M reactions from patents (1976-2016). Predict the reactants needed to synthesize the given product. (1) Given the product [O:1]1[C:6]2[CH:7]=[CH:8][C:9]([C:11]3[C:16]([N:17]4[CH:21]=[CH:20][C:19]([C:22]5[CH:27]=[CH:26][CH:25]=[CH:24][CH:23]=5)=[N:18]4)=[CH:15][CH:14]=[C:13]([C:28]([F:29])([F:30])[F:31])[C:12]=3[CH:32]([OH:37])[C:33]([O:35][CH3:36])=[O:34])=[CH:10][C:5]=2[CH2:4][CH2:3][CH2:2]1, predict the reactants needed to synthesize it. The reactants are: [O:1]1[C:6]2[CH:7]=[CH:8][C:9]([C:11]3[C:16]([N:17]4[CH:21]=[CH:20][C:19]([C:22]5[CH:27]=[CH:26][CH:25]=[CH:24][CH:23]=5)=[N:18]4)=[CH:15][CH:14]=[C:13]([C:28]([F:31])([F:30])[F:29])[C:12]=3[C:32](=[O:37])[C:33]([O:35][CH3:36])=[O:34])=[CH:10][C:5]=2[CH2:4][CH2:3][CH2:2]1.[BH4-].[Na+].O. (2) The reactants are: [CH3:1][NH:2][CH3:3].Br[CH2:5][CH2:6][CH2:7][CH2:8][CH2:9][C@H:10]1[CH2:27][C@@:25]2([CH3:26])[C@@H:21]([CH2:22][CH2:23][C@@H:24]2[OH:28])[C@@:20]2([CH:29]=[CH2:30])[C@H:11]1[C:12]1[CH:13]=[CH:14][C:15]([OH:31])=[CH:16][C:17]=1[CH2:18][CH2:19]2. Given the product [CH3:1][N:2]([CH3:3])[CH2:5][CH2:6][CH2:7][CH2:8][CH2:9][C@H:10]1[CH2:27][C@@:25]2([CH3:26])[C@@H:21]([CH2:22][CH2:23][C@@H:24]2[OH:28])[C@@:20]2([CH:29]=[CH2:30])[C@H:11]1[C:12]1[CH:13]=[CH:14][C:15]([OH:31])=[CH:16][C:17]=1[CH2:18][CH2:19]2, predict the reactants needed to synthesize it.